From a dataset of NCI-60 drug combinations with 297,098 pairs across 59 cell lines. Regression. Given two drug SMILES strings and cell line genomic features, predict the synergy score measuring deviation from expected non-interaction effect. (1) Drug 1: CC1=CC=C(C=C1)C2=CC(=NN2C3=CC=C(C=C3)S(=O)(=O)N)C(F)(F)F. Drug 2: CN1C2=C(C=C(C=C2)N(CCCl)CCCl)N=C1CCCC(=O)O.Cl. Cell line: KM12. Synergy scores: CSS=-6.52, Synergy_ZIP=7.16, Synergy_Bliss=8.17, Synergy_Loewe=-3.10, Synergy_HSA=-2.17. (2) Drug 1: CS(=O)(=O)CCNCC1=CC=C(O1)C2=CC3=C(C=C2)N=CN=C3NC4=CC(=C(C=C4)OCC5=CC(=CC=C5)F)Cl. Drug 2: CCC1(C2=C(COC1=O)C(=O)N3CC4=CC5=C(C=CC(=C5CN(C)C)O)N=C4C3=C2)O.Cl. Cell line: SF-268. Synergy scores: CSS=19.9, Synergy_ZIP=-12.4, Synergy_Bliss=-2.53, Synergy_Loewe=-15.4, Synergy_HSA=-3.24. (3) Drug 1: CNC(=O)C1=NC=CC(=C1)OC2=CC=C(C=C2)NC(=O)NC3=CC(=C(C=C3)Cl)C(F)(F)F. Drug 2: COCCOC1=C(C=C2C(=C1)C(=NC=N2)NC3=CC=CC(=C3)C#C)OCCOC.Cl. Cell line: RXF 393. Synergy scores: CSS=-8.94, Synergy_ZIP=3.89, Synergy_Bliss=1.21, Synergy_Loewe=-9.59, Synergy_HSA=-9.93. (4) Drug 1: CC1=C(C=C(C=C1)C(=O)NC2=CC(=CC(=C2)C(F)(F)F)N3C=C(N=C3)C)NC4=NC=CC(=N4)C5=CN=CC=C5. Drug 2: CC(C)NC(=O)C1=CC=C(C=C1)CNNC.Cl. Cell line: HOP-62. Synergy scores: CSS=2.99, Synergy_ZIP=-0.0523, Synergy_Bliss=0.638, Synergy_Loewe=-3.29, Synergy_HSA=-2.37. (5) Drug 1: CN(C)C1=NC(=NC(=N1)N(C)C)N(C)C. Cell line: OVCAR-5. Synergy scores: CSS=1.19, Synergy_ZIP=-6.88, Synergy_Bliss=-9.15, Synergy_Loewe=-41.6, Synergy_HSA=-12.5. Drug 2: C1=NC2=C(N1)C(=S)N=CN2.